From a dataset of NCI-60 drug combinations with 297,098 pairs across 59 cell lines. Regression. Given two drug SMILES strings and cell line genomic features, predict the synergy score measuring deviation from expected non-interaction effect. Cell line: M14. Drug 1: C1=CC(=CC=C1CCC2=CNC3=C2C(=O)NC(=N3)N)C(=O)NC(CCC(=O)O)C(=O)O. Synergy scores: CSS=45.0, Synergy_ZIP=-4.23, Synergy_Bliss=-1.64, Synergy_Loewe=0.775, Synergy_HSA=1.63. Drug 2: C1CC(C1)(C(=O)O)C(=O)O.[NH2-].[NH2-].[Pt+2].